This data is from Catalyst prediction with 721,799 reactions and 888 catalyst types from USPTO. The task is: Predict which catalyst facilitates the given reaction. Reactant: [CH3:1][O:2][C:3]1[CH:4]=[C:5]([SH:9])[CH:6]=[CH:7][CH:8]=1.[OH-].[K+].Br.Br[CH2:14][C:15]([C:17]1[CH:22]=[CH:21][CH:20]=[CH:19][N:18]=1)=[O:16]. Product: [CH3:1][O:2][C:3]1[CH:4]=[C:5]([S:9][CH2:14][C:15]([C:17]2[CH:22]=[CH:21][CH:20]=[CH:19][N:18]=2)=[O:16])[CH:6]=[CH:7][CH:8]=1. The catalyst class is: 97.